The task is: Regression. Given two drug SMILES strings and cell line genomic features, predict the synergy score measuring deviation from expected non-interaction effect.. This data is from Merck oncology drug combination screen with 23,052 pairs across 39 cell lines. (1) Drug 1: O=C(O)C1(Cc2cccc(Nc3nccs3)n2)CCC(Oc2cccc(Cl)c2F)CC1. Drug 2: CNC(=O)c1cc(Oc2ccc(NC(=O)Nc3ccc(Cl)c(C(F)(F)F)c3)cc2)ccn1. Cell line: UWB1289BRCA1. Synergy scores: synergy=6.54. (2) Drug 1: O=c1[nH]cc(F)c(=O)[nH]1. Drug 2: NC1(c2ccc(-c3nc4ccn5c(=O)[nH]nc5c4cc3-c3ccccc3)cc2)CCC1. Cell line: LOVO. Synergy scores: synergy=0.849.